This data is from Reaction yield outcomes from USPTO patents with 853,638 reactions. The task is: Predict the reaction yield, written as a fraction of the theoretical maximum amount of product (1.0 means a 100% yield; for example, 0.34 means a 34% yield). (1) The yield is 0.550. The product is [Cl:3][C:16]1[N:15]=[C:14]([C:11]2[CH:12]=[CH:13][C:8]([O:7][CH3:6])=[CH:9][CH:10]=2)[CH:23]=[C:22]2[C:17]=1[CH:18]=[CH:19][C:20]([C:24]([F:27])([F:26])[F:25])=[N:21]2. No catalyst specified. The reactants are O=P(Cl)(Cl)[Cl:3].[CH3:6][O:7][C:8]1[CH:13]=[CH:12][C:11]([C:14]2[N:15]=[C:16](O)[C:17]3[CH:18]=[CH:19][C:20]([C:24]([F:27])([F:26])[F:25])=[N:21][C:22]=3[CH:23]=2)=[CH:10][CH:9]=1. (2) The reactants are [N:1]([CH2:4][CH2:5][O:6][CH2:7][CH2:8][O:9][CH2:10][CH2:11][O:12][CH2:13][CH2:14][NH2:15])=[N+:2]=[N-:3].[C:16]1(=[O:23])[O:22][C:20](=[O:21])[CH2:19][O:18][CH2:17]1.O.C(#N)C. The catalyst is ClCCl. The product is [N:1]([CH2:4][CH2:5][O:6][CH2:7][CH2:8][O:9][CH2:10][CH2:11][O:12][CH2:13][CH2:14][NH:15][C:20](=[O:21])[CH2:19][O:18][CH2:17][C:16]([OH:23])=[O:22])=[N+:2]=[N-:3]. The yield is 1.00. (3) The product is [CH3:19][O:18][C:9]1[C:10]([N+:15]([O-:17])=[O:16])=[C:11]([O:13][CH3:14])[N:12]=[C:7]([NH:5][CH2:4][CH2:3][C:2]#[N:1])[N:8]=1. The yield is 0.850. The catalyst is C(O)C. The reactants are [NH2:1][CH2:2][CH2:3][C:4]#[N:5].Cl[C:7]1[N:12]=[C:11]([O:13][CH3:14])[C:10]([N+:15]([O-:17])=[O:16])=[C:9]([O:18][CH3:19])[N:8]=1. (4) The reactants are C[Si]([N-][Si](C)(C)C)(C)C.[Na+].[CH3:11][N:12]1[CH2:17][CH2:16][N:15]([C:18]([C:20]2[CH:29]=[CH:28][C:23]([C:24]([O:26]C)=O)=[CH:22][CH:21]=2)=[O:19])[CH2:14][CH2:13]1.[NH2:30][C:31]1[N:35](C(OC(C)(C)C)=O)[N:34]=[C:33]([CH2:43][CH2:44][C:45]2[CH:50]=[C:49]([O:51][CH3:52])[CH:48]=[C:47]([O:53][CH3:54])[CH:46]=2)[CH:32]=1.[NH4+].[Cl-]. The catalyst is C1COCC1. The product is [CH3:52][O:51][C:49]1[CH:50]=[C:45]([CH2:44][CH2:43][C:33]2[NH:34][N:35]=[C:31]([NH:30][C:24](=[O:26])[C:23]3[CH:22]=[CH:21][C:20]([C:18]([N:15]4[CH2:14][CH2:13][N:12]([CH3:11])[CH2:17][CH2:16]4)=[O:19])=[CH:29][CH:28]=3)[CH:32]=2)[CH:46]=[C:47]([O:53][CH3:54])[CH:48]=1. The yield is 0.565. (5) The reactants are C([O:3][C:4](=[O:17])[C:5]([CH3:16])([S:7]([CH:10]1[CH2:15][CH2:14][O:13][CH2:12][CH2:11]1)(=[O:9])=[O:8])[CH3:6])C.[OH-].[Na+]. The catalyst is O1CCOCC1.O. The product is [CH3:16][C:5]([S:7]([CH:10]1[CH2:11][CH2:12][O:13][CH2:14][CH2:15]1)(=[O:8])=[O:9])([CH3:6])[C:4]([OH:17])=[O:3]. The yield is 0.830.